From a dataset of Full USPTO retrosynthesis dataset with 1.9M reactions from patents (1976-2016). Predict the reactants needed to synthesize the given product. (1) Given the product [Cl:1][C:2]1[CH:3]=[C:4]([C:9]2([C:28]([F:29])([F:31])[F:30])[O:13][N:12]=[C:11]([C:14]3[CH:15]=[C:16]([N:20]([NH2:35])[C:21]([O:22][C:23]([CH3:24])([CH3:25])[CH3:26])=[O:27])[CH:17]=[CH:18][CH:19]=3)[CH2:10]2)[CH:5]=[C:6]([Cl:8])[CH:7]=1, predict the reactants needed to synthesize it. The reactants are: [Cl:1][C:2]1[CH:3]=[C:4]([C:9]2([C:28]([F:31])([F:30])[F:29])[O:13][N:12]=[C:11]([C:14]3[CH:15]=[C:16]([NH:20][C:21](=[O:27])[O:22][C:23]([CH3:26])([CH3:25])[CH3:24])[CH:17]=[CH:18][CH:19]=3)[CH2:10]2)[CH:5]=[C:6]([Cl:8])[CH:7]=1.[OH-].[Na+].O.[NH3:35].[Cl-].[NH4+].Cl[O-].[Na+]. (2) Given the product [C:1]([C@@H:3]1[CH2:20][CH:19]2[C@:14]([CH3:22])([CH2:15][CH2:16][C:17](=[O:21])[CH2:18]2)[C@@H:13]2[C@@H:4]1[C@H:5]1[C@@:9]([CH2:11][CH2:12]2)([CH3:10])[C:8](=[O:23])[CH2:7][CH2:6]1)([OH:24])=[O:2], predict the reactants needed to synthesize it. The reactants are: [CH:1]([C@@H:3]1[CH2:20][CH:19]2[C@:14]([CH3:22])([CH2:15][CH2:16][C:17](=[O:21])[CH2:18]2)[C@@H:13]2[C@@H:4]1[C@H:5]1[C@@:9]([CH2:11][CH2:12]2)([CH3:10])[C:8](=[O:23])[CH2:7][CH2:6]1)=[O:2].[O-:24][Mn](=O)(=O)=O.[K+]. (3) Given the product [Cl:1][C:2]1[CH:7]=[CH:6][C:5]([C:8]2[NH:38][C:11]([C:13]3[CH:18]=[CH:17][C:16]([O:19][CH2:20][CH2:21][N:22]([CH3:24])[CH3:23])=[CH:15][CH:14]=3)=[CH:10][C:9]=2[C:25]2[CH:30]=[CH:29][N:28]=[CH:27][CH:26]=2)=[CH:4][C:3]=1[OH:32], predict the reactants needed to synthesize it. The reactants are: [Cl:1][C:2]1[CH:7]=[CH:6][C:5]([C:8](=O)[CH:9]([C:25]2[CH:30]=[CH:29][N:28]=[CH:27][CH:26]=2)[CH2:10][C:11]([C:13]2[CH:18]=[CH:17][C:16]([O:19][CH2:20][CH2:21][N:22]([CH3:24])[CH3:23])=[CH:15][CH:14]=2)=O)=[CH:4][C:3]=1[O:32]C.C([O-])(=O)C.[NH4+:38]. (4) Given the product [F:11][C:10]1[C:2]([NH:13][C:14]2[CH:15]=[CH:16][C:17]([C:18]([O:20][CH3:21])=[O:19])=[CH:22][CH:23]=2)=[C:3]([CH:7]=[CH:8][C:9]=1[F:12])[C:4]([OH:6])=[O:5], predict the reactants needed to synthesize it. The reactants are: F[C:2]1[C:10]([F:11])=[C:9]([F:12])[CH:8]=[CH:7][C:3]=1[C:4]([OH:6])=[O:5].[NH2:13][C:14]1[CH:23]=[CH:22][C:17]([C:18]([O:20][CH3:21])=[O:19])=[CH:16][CH:15]=1.[Li+].C[Si]([N-][Si](C)(C)C)(C)C. (5) Given the product [NH2:47][C:44]1[CH:43]=[CH:42][C:41]([CH2:40][CH2:39][CH2:38][CH2:37][O:36][CH2:35][CH2:34][CH2:33][CH2:32][CH2:31][CH2:30][N:22]([CH2:21][C@@H:20]([C:12]2[CH:11]=[CH:10][C:9]([O:8][C:6]([O:5][C:1]([CH3:4])([CH3:3])[CH3:2])=[O:7])=[C:18]3[C:13]=2[CH:14]=[CH:15][C:16](=[O:19])[NH:17]3)[O:50][Si:51]([C:54]([CH3:57])([CH3:56])[CH3:55])([CH3:53])[CH3:52])[C:23](=[O:29])[O:24][C:25]([CH3:28])([CH3:27])[CH3:26])=[CH:46][CH:45]=1, predict the reactants needed to synthesize it. The reactants are: [C:1]([O:5][C:6]([O:8][C:9]1[CH:10]=[CH:11][C:12]([C@@H:20]([O:50][Si:51]([C:54]([CH3:57])([CH3:56])[CH3:55])([CH3:53])[CH3:52])[CH2:21][N:22]([CH2:30][CH2:31][CH2:32][CH2:33][CH2:34][CH2:35][O:36][CH2:37][CH2:38][CH2:39][CH2:40][C:41]2[CH:46]=[CH:45][C:44]([N+:47]([O-])=O)=[CH:43][CH:42]=2)[C:23](=[O:29])[O:24][C:25]([CH3:28])([CH3:27])[CH3:26])=[C:13]2[C:18]=1[NH:17][C:16](=[O:19])[CH:15]=[CH:14]2)=[O:7])([CH3:4])([CH3:3])[CH3:2].[H][H].